From a dataset of Forward reaction prediction with 1.9M reactions from USPTO patents (1976-2016). Predict the product of the given reaction. (1) Given the reactants [NH2:1][C:2]1[C:3]([N:15]2[CH2:20][CH2:19][CH:18]([C:21]([O:23][CH3:24])=[O:22])[CH2:17][CH2:16]2)=[N:4][CH:5]=[C:6]([C:8]2[O:9][C:10]([CH2:13][CH3:14])=[CH:11][N:12]=2)[CH:7]=1.CCN(C(C)C)C(C)C.[C:34](Cl)(=[O:36])[CH3:35], predict the reaction product. The product is: [C:34]([NH:1][C:2]1[C:3]([N:15]2[CH2:16][CH2:17][CH:18]([C:21]([O:23][CH3:24])=[O:22])[CH2:19][CH2:20]2)=[N:4][CH:5]=[C:6]([C:8]2[O:9][C:10]([CH2:13][CH3:14])=[CH:11][N:12]=2)[CH:7]=1)(=[O:36])[CH3:35]. (2) Given the reactants [C:1](Cl)(=[O:10])[O:2][CH2:3][C:4]1[CH:9]=[CH:8][CH:7]=[CH:6][CH:5]=1.[NH2:12][C@@H:13]([CH2:17][C:18]1[C:27]2[C:22](=[CH:23][CH:24]=[CH:25][CH:26]=2)[CH:21]=[CH:20][CH:19]=1)[C:14]([OH:16])=[O:15], predict the reaction product. The product is: [CH2:3]([O:2][C:1]([NH:12][C@@H:13]([CH2:17][C:18]1[C:27]2[C:22](=[CH:23][CH:24]=[CH:25][CH:26]=2)[CH:21]=[CH:20][CH:19]=1)[C:14]([OH:16])=[O:15])=[O:10])[C:4]1[CH:9]=[CH:8][CH:7]=[CH:6][CH:5]=1. (3) Given the reactants Br[C:2]1[CH:7]=[CH:6][CH:5]=[CH:4][C:3]=1[N+:8]([O-:10])=[O:9].CC1(C)C(C)(C)OB([C:19]2[CH:24]=[CH:23][C:22]([O:25][CH3:26])=[CH:21][CH:20]=2)O1.C(=O)([O-])[O-].[K+].[K+], predict the reaction product. The product is: [CH3:26][O:25][C:22]1[CH:23]=[CH:24][C:19]([C:2]2[CH:7]=[CH:6][CH:5]=[CH:4][C:3]=2[N+:8]([O-:10])=[O:9])=[CH:20][CH:21]=1.